Dataset: Catalyst prediction with 721,799 reactions and 888 catalyst types from USPTO. Task: Predict which catalyst facilitates the given reaction. (1) Reactant: Br[C:2]1[C:7](=[O:8])[N:6]([CH2:9][C:10]2[CH:15]=[CH:14][C:13]([C:16]3[C:17]([C:22]#[N:23])=[CH:18][CH:19]=[CH:20][CH:21]=3)=[CH:12][CH:11]=2)[C:5]([CH2:24][CH2:25][CH3:26])=[N:4][C:3]=1[CH2:27][CH3:28].[OH:29][CH2:30][C:31]([CH3:41])([CH3:40])[O:32][C:33]1[CH:38]=[CH:37][C:36]([OH:39])=[CH:35][CH:34]=1.[OH-].[K+].CS(C)=O. Product: [CH2:27]([C:3]1[N:4]=[C:5]([CH2:24][CH2:25][CH3:26])[N:6]([CH2:9][C:10]2[CH:15]=[CH:14][C:13]([C:16]3[C:17]([C:22]#[N:23])=[CH:18][CH:19]=[CH:20][CH:21]=3)=[CH:12][CH:11]=2)[C:7](=[O:8])[C:2]=1[O:39][C:36]1[CH:35]=[CH:34][C:33]([O:32][C:31]([CH3:41])([CH3:40])[CH2:30][OH:29])=[CH:38][CH:37]=1)[CH3:28]. The catalyst class is: 13. (2) Reactant: C([O:4][C@@:5]1([CH2:38][CH3:39])[C:35]2[CH:34]=[C:33]3[N:11]([CH2:12][C:13]4[C:14]3=[N:15][C:16]3[C:17]5[C:18]=4[N:19]([CH2:28][CH2:29][CH:30]([CH3:32])[CH3:31])[C:20]([S:26][CH3:27])=[N:21][C:22]=5[CH:23]=[CH:24][CH:25]=3)[C:10](=[O:36])[C:9]=2[CH2:8][O:7][C:6]1=[O:37])(=O)C.NN.Cl. Product: [CH2:38]([C@:5]1([OH:4])[C:35]2[CH:34]=[C:33]3[N:11]([CH2:12][C:13]4[C:14]3=[N:15][C:16]3[C:17]5[C:18]=4[N:19]([CH2:28][CH2:29][CH:30]([CH3:32])[CH3:31])[C:20]([S:26][CH3:27])=[N:21][C:22]=5[CH:23]=[CH:24][CH:25]=3)[C:10](=[O:36])[C:9]=2[CH2:8][O:7][C:6]1=[O:37])[CH3:39]. The catalyst class is: 71.